The task is: Predict which catalyst facilitates the given reaction.. This data is from Catalyst prediction with 721,799 reactions and 888 catalyst types from USPTO. (1) Reactant: S(Cl)(Cl)=O.CO.[NH2:7][C:8]1[CH:13]=[CH:12][C:11]([CH2:14][CH2:15][C:16]([OH:18])=[O:17])=[CH:10][CH:9]=1.[C:19]([O-])(O)=O.[Na+]. Product: [NH2:7][C:8]1[CH:9]=[CH:10][C:11]([CH2:14][CH2:15][C:16]([O:18][CH3:19])=[O:17])=[CH:12][CH:13]=1. The catalyst class is: 13. (2) Reactant: Cl[C:2]1[CH:7]=[C:6]([C:8]2[N:9]=[C:10]([C:22]3[C:27]([Cl:28])=[CH:26][CH:25]=[CH:24][C:23]=3[Cl:29])[N:11]([CH2:20][CH3:21])[C:12]=2[C:13]2[CH:18]=[CH:17][C:16]([Cl:19])=[CH:15][CH:14]=2)[CH:5]=[CH:4][N:3]=1.[OH-:30].[K+].[CH3:32]O. Product: [Cl:19][C:16]1[CH:17]=[CH:18][C:13]([C:12]2[N:11]([CH2:20][CH3:21])[C:10]([C:22]3[C:27]([Cl:28])=[CH:26][CH:25]=[CH:24][C:23]=3[Cl:29])=[N:9][C:8]=2[C:6]2[CH:5]=[CH:4][N:3]=[C:2]([O:30][CH3:32])[CH:7]=2)=[CH:14][CH:15]=1. The catalyst class is: 16. (3) Reactant: N[C:2]1[CH:3]=[N:4][CH:5]=[CH:6][C:7]=1[C:8]([F:11])([F:10])[F:9].N([O-])=[O:13].[Na+].C(=O)(O)[O-].[Na+]. Product: [F:9][C:8]([F:11])([F:10])[C:7]1[CH:6]=[CH:5][N:4]=[CH:3][C:2]=1[OH:13]. The catalyst class is: 445. (4) Reactant: C([N:5]1[CH2:10][C:9]([CH3:12])([CH3:11])[NH:8][C:7]([CH2:15][CH3:16])([CH2:13][CH3:14])[C:6]1=[O:17])(C)(C)C.Cl.[OH-].[Na+].C(Cl)(C)(C)C. Product: [CH2:15]([C:7]1([CH2:13][CH3:14])[NH:8][C:9]([CH3:11])([CH3:12])[CH2:10][NH:5][C:6]1=[O:17])[CH3:16]. The catalyst class is: 6. (5) Reactant: [S:1]1[C:6]2[CH:7]=[CH:8][CH:9]=[CH:10][C:5]=2[N:4]([CH2:11][CH2:12][O:13][C:14]2[CH:19]=[CH:18][C:17]([CH2:20][CH:21]([O:25][CH2:26][CH3:27])[C:22]([OH:24])=[O:23])=[CH:16][CH:15]=2)[CH2:3][CH2:2]1.C(O)(C)C.O.[NH2:33][C@H:34]([C:40]([OH:42])=[O:41])[CH2:35][CH2:36][CH2:37][CH2:38][NH2:39]. Product: [NH2:33][C@H:34]([C:40]([OH:42])=[O:41])[CH2:35][CH2:36][CH2:37][CH2:38][NH2:39].[S:1]1[C:6]2[CH:7]=[CH:8][CH:9]=[CH:10][C:5]=2[N:4]([CH2:11][CH2:12][O:13][C:14]2[CH:15]=[CH:16][C:17]([CH2:20][CH:21]([O:25][CH2:26][CH3:27])[C:22]([OH:24])=[O:23])=[CH:18][CH:19]=2)[CH2:3][CH2:2]1. The catalyst class is: 6. (6) Reactant: F[C:2]1[CH:10]=[CH:9][C:8]([C:11]#[N:12])=[C:7]2[C:3]=1[CH:4]=[CH:5][N:6]2[S:13]([C:16]1[CH:22]=[CH:21][C:19]([CH3:20])=[CH:18][CH:17]=1)(=[O:15])=[O:14].[NH3:23]. Product: [NH2:23][C:2]1[CH:10]=[CH:9][C:8]([C:11]#[N:12])=[C:7]2[C:3]=1[CH:4]=[CH:5][N:6]2[S:13]([C:16]1[CH:22]=[CH:21][C:19]([CH3:20])=[CH:18][CH:17]=1)(=[O:15])=[O:14]. The catalyst class is: 12.